Predict the reactants needed to synthesize the given product. From a dataset of Full USPTO retrosynthesis dataset with 1.9M reactions from patents (1976-2016). (1) The reactants are: [C:1]([C:5]1[S:9][C:8](=[NH:10])[N:7]([CH2:11][CH:12]([CH3:14])[CH3:13])[CH:6]=1)([CH3:4])([CH3:3])[CH3:2].[Cl:15][C:16]1[CH:17]=[CH:18][C:19]([F:25])=[C:20]([CH:24]=1)[C:21](Cl)=[O:22].C(N(CC)CC)C. Given the product [C:1]([C:5]1[S:9]/[C:8](=[N:10]\[C:21](=[O:22])[C:20]2[CH:24]=[C:16]([Cl:15])[CH:17]=[CH:18][C:19]=2[F:25])/[N:7]([CH2:11][CH:12]([CH3:14])[CH3:13])[CH:6]=1)([CH3:4])([CH3:3])[CH3:2], predict the reactants needed to synthesize it. (2) Given the product [CH:1](=[C:21]1[CH2:22][C:23]2[C:18]([CH3:28])([CH:17]3[CH:26]([CH2:25][CH:24]=2)[CH:13]2[CH2:12][CH2:11][CH:10]4[CH:9]([CH3:30])[N:8]([CH3:7])[CH2:29][C:14]24[CH2:15][CH2:16]3)[CH2:19][CH2:20]1)[CH3:2], predict the reactants needed to synthesize it. The reactants are: [CH3:1][C:2](C)([O-])C.[K+].[CH3:7][N:8]1[CH2:29][C:14]23[CH2:15][CH2:16][CH:17]4[CH:26]([CH:13]2[CH2:12][CH2:11][CH:10]3[CH:9]1[CH3:30])[CH2:25][CH:24]=[C:23]1[C:18]4([CH3:28])[CH2:19][CH2:20][C:21](=O)[CH2:22]1. (3) Given the product [Br:20][CH2:21][C:22]1[CH:27]=[CH:26][CH:25]=[CH:24][C:23]=1[CH2:28][O:1][N:2]1[C:3](=[O:12])[C:4]2[C:5](=[CH:8][CH:9]=[CH:10][CH:11]=2)[C:6]1=[O:7], predict the reactants needed to synthesize it. The reactants are: [OH:1][N:2]1[C:6](=[O:7])[C:5]2=[CH:8][CH:9]=[CH:10][CH:11]=[C:4]2[C:3]1=[O:12].CCN(CC)CC.[Br:20][CH2:21][C:22]1[C:23]([CH2:28]Br)=[CH:24][CH:25]=[CH:26][CH:27]=1. (4) Given the product [F:53][C:54]1([F:99])[C:58]2[N:59]([CH2:66][C:67]([NH:69][C@H:70]([C:80]3[C:85]([C:86]4[CH:87]=[CH:88][C:89]([F:95])=[C:90]([CH:94]=4)[C:91]([NH2:93])=[O:92])=[CH:84][N:83]=[C:82]([C:38]#[C:37][C:36]4[CH:35]=[CH:34][N:33]=[C:32]([CH3:46])[CH:44]=4)[N:81]=3)[CH2:71][C:72]3[CH:77]=[C:76]([F:78])[CH:75]=[C:74]([F:79])[CH:73]=3)=[O:68])[N:60]=[C:61]([C:62]([F:65])([F:64])[F:63])[C:57]=2[C@H:56]2[CH2:98][C@@H:55]12, predict the reactants needed to synthesize it. The reactants are: FC(F)C1C2C(F)(F)CCC(F)(F)C=2N(CC(N[C@H](C2[C:35]([C:36]3[CH:37]=[C:38]4C(=C[CH:44]=3)CNC4=O)=[CH:34][N:33]=[C:32]([C:46]#CC(O)(C)C)N=2)CC2C=C(F)C=C(F)C=2)=O)N=1.[F:53][C:54]1([F:99])[C:58]2[N:59]([CH2:66][C:67]([NH:69][C@H:70]([C:80]3[C:85]([C:86]4[CH:87]=[CH:88][C:89]([F:95])=[C:90]([CH:94]=4)[C:91]([NH2:93])=[O:92])=[CH:84][N:83]=[C:82](SC)[N:81]=3)[CH2:71][C:72]3[CH:77]=[C:76]([F:78])[CH:75]=[C:74]([F:79])[CH:73]=3)=[O:68])[N:60]=[C:61]([C:62]([F:65])([F:64])[F:63])[C:57]=2[C@H:56]2[CH2:98][C@@H:55]12.C(C1C=CN=C(C)C=1)#C. (5) Given the product [Br:1][C:2]1[N:3]=[CH:4][C:5]([C:6]([N:25]2[CH2:26][CH2:27][C:22]([OH:28])([C:21]([F:29])([F:30])[F:20])[CH2:23][CH2:24]2)=[O:8])=[CH:9][CH:10]=1, predict the reactants needed to synthesize it. The reactants are: [Br:1][C:2]1[CH:10]=[CH:9][C:5]([C:6]([OH:8])=O)=[CH:4][N:3]=1.C(N(CC)C(C)C)(C)C.[F:20][C:21]([F:30])([F:29])[C:22]1([OH:28])[CH2:27][CH2:26][NH:25][CH2:24][CH2:23]1.C(=O)([O-])O.[Na+]. (6) Given the product [CH:50]1[C:51]2[CH:39]([CH2:38][O:37][C:35]([NH:34][CH:14]([C:15](=[O:33])[N:16]3[CH2:21][CH2:20][CH2:19][CH2:18][CH:17]3[C:22]3[NH:23][CH:24]=[C:25]([C:27]4[CH:28]=[CH:29][CH:30]=[CH:31][CH:32]=4)[N:26]=3)[CH2:13][C:10]3[CH:11]=[CH:12][C:7]([C:6]([OH:52])=[O:5])=[CH:8][CH:9]=3)=[O:36])[C:40]3[C:45](=[CH:44][CH:43]=[CH:42][CH:41]=3)[C:46]=2[CH:47]=[CH:48][CH:49]=1, predict the reactants needed to synthesize it. The reactants are: C([O:5][C:6](=[O:52])[C:7]1[CH:12]=[CH:11][C:10]([CH2:13][CH:14]([NH:34][C:35]([O:37][CH2:38][CH:39]2[C:51]3[CH:50]=[CH:49][CH:48]=[CH:47][C:46]=3[C:45]3[C:40]2=[CH:41][CH:42]=[CH:43][CH:44]=3)=[O:36])[C:15](=[O:33])[N:16]2[CH2:21][CH2:20][CH2:19][CH2:18][CH:17]2[C:22]2[NH:23][CH:24]=[C:25]([C:27]3[CH:32]=[CH:31][CH:30]=[CH:29][CH:28]=3)[N:26]=2)=[CH:9][CH:8]=1)(C)(C)C.FC(F)(F)C(O)=O. (7) Given the product [Cl:22][C:23]1[CH:24]=[CH:25][C:26]([O:19][C:16]2[CH:17]=[N:18][C:13]([C:12]([C:9]3([C:3]4[CH:4]=[CH:5][C:6]([F:8])=[CH:7][C:2]=4[F:1])[CH2:11][O:10]3)([F:20])[F:21])=[CH:14][CH:15]=2)=[N:27][CH:28]=1, predict the reactants needed to synthesize it. The reactants are: [F:1][C:2]1[CH:7]=[C:6]([F:8])[CH:5]=[CH:4][C:3]=1[C:9]1([C:12]([F:21])([F:20])[C:13]2[N:18]=[CH:17][C:16]([OH:19])=[CH:15][CH:14]=2)[CH2:11][O:10]1.[Cl:22][C:23]1[CH:24]=[CH:25][C:26](F)=[N:27][CH:28]=1.C(=O)([O-])[O-].[Cs+].[Cs+].N#N. (8) The reactants are: [C:1]([C:5]1[CH:9]=[C:8]([NH2:10])[N:7]([C:11]2[CH:12]=[N:13][CH:14]=[CH:15][CH:16]=2)[N:6]=1)([CH3:4])([CH3:3])[CH3:2].Cl[C:18]([O:20][C:21]1[CH:26]=[CH:25][CH:24]=[CH:23][CH:22]=1)=[O:19]. Given the product [C:1]([C:5]1[CH:9]=[C:8]([NH:10][C:18](=[O:19])[O:20][C:21]2[CH:26]=[CH:25][CH:24]=[CH:23][CH:22]=2)[N:7]([C:11]2[CH:12]=[N:13][CH:14]=[CH:15][CH:16]=2)[N:6]=1)([CH3:4])([CH3:2])[CH3:3], predict the reactants needed to synthesize it. (9) Given the product [OH:12][CH2:11][CH2:10][CH2:9][C:5]1[CH:4]=[C:3]([CH:8]=[CH:7][CH:6]=1)[CH:2]=[O:1], predict the reactants needed to synthesize it. The reactants are: [OH:1][CH2:2][C:3]1[CH:4]=[C:5]([CH2:9][CH2:10][CH2:11][OH:12])[CH:6]=[CH:7][CH:8]=1.